From a dataset of Forward reaction prediction with 1.9M reactions from USPTO patents (1976-2016). Predict the product of the given reaction. (1) Given the reactants [Br:1][C:2]1[CH:7]=[CH:6][C:5]([NH:8][C:9]2[N:13]([CH2:14][CH2:15][CH2:16][C:17](OCC)=[O:18])[C:12]3[C:22]([CH:27]([CH2:30][CH3:31])[CH2:28][CH3:29])=[CH:23][CH:24]=[C:25]([Cl:26])[C:11]=3[N:10]=2)=[C:4]([CH3:32])[CH:3]=1.[BH4-].[Li+], predict the reaction product. The product is: [Br:1][C:2]1[CH:7]=[CH:6][C:5]([NH:8][C:9]2[N:13]([CH2:14][CH2:15][CH2:16][CH2:17][OH:18])[C:12]3[C:22]([CH:27]([CH2:30][CH3:31])[CH2:28][CH3:29])=[CH:23][CH:24]=[C:25]([Cl:26])[C:11]=3[N:10]=2)=[C:4]([CH3:32])[CH:3]=1. (2) Given the reactants FC(F)(F)S(O[C:7]1[C:22]2[C:11](=[CH:12][C:13]3[CH2:18][O:17][C:16]([CH3:20])([CH3:19])[O:15][C:14]=3[CH:21]=2)[CH:10]=[CH:9][CH:8]=1)(=O)=O.[CH3:25][N:26](C=O)C, predict the reaction product. The product is: [CH3:19][C:16]1([CH3:20])[O:15][C:14]2[CH:21]=[C:22]3[C:11](=[CH:12][C:13]=2[CH2:18][O:17]1)[CH:10]=[CH:9][CH:8]=[C:7]3[C:25]#[N:26]. (3) Given the reactants C(N1CCN([C@@H](CNC(=O)C2C=CC(OCC3C4C(=CC=CC=4)N=C(C)C=3)=CC=2)C(O)=[O:11])CC1)C.[CH2:36]([N:38]1[CH2:43][CH2:42][N:41]([C@H:44]([C:68](=[O:71])[NH:69]O)[CH2:45][NH:46][C:47](=[O:67])[C:48]2[CH:53]=[CH:52][C:51]([O:54][CH2:55][C:56]3[C:65]4[C:60](=[CH:61][CH:62]=[CH:63][CH:64]=4)[N:59]=[C:58]([CH3:66])[CH:57]=3)=[CH:50][CH:49]=2)[CH2:40][CH2:39]1)[CH3:37], predict the reaction product. The product is: [CH2:36]([N:38]1[CH2:43][CH2:42][N:41]([C@:44]([C:68](=[O:71])[NH2:69])([OH:11])[CH2:45][NH:46][C:47](=[O:67])[C:48]2[CH:53]=[CH:52][C:51]([O:54][CH2:55][C:56]3[C:65]4[C:60](=[CH:61][CH:62]=[CH:63][CH:64]=4)[N:59]=[C:58]([CH3:66])[CH:57]=3)=[CH:50][CH:49]=2)[CH2:40][CH2:39]1)[CH3:37]. (4) Given the reactants [OH:1][C:2]1[C:11]2[C:6](=[CH:7][CH:8]=[CH:9][CH:10]=2)[C@:5]([CH3:17])([CH2:12][CH2:13][CH:14]([CH3:16])[CH3:15])[C:4](=[O:18])[C:3]=1C(OCC)=O.Cl, predict the reaction product. The product is: [OH:1][C:2]1[C:11]2[C:6](=[CH:7][CH:8]=[CH:9][CH:10]=2)[C@:5]([CH3:17])([CH2:12][CH2:13][CH:14]([CH3:15])[CH3:16])[C:4](=[O:18])[CH:3]=1. (5) The product is: [CH:21]1([C:19]([N:16]2[CH2:17][CH2:18][C@@H:14]([CH2:13][N:12]3[C:11](=[O:24])[C:10]4([CH2:29][CH2:28][NH:27][CH2:26][CH2:25]4)[N:9]=[C:8]3[C:5]3[CH:6]=[CH:7][C:2]([C:36]4[CH:35]=[C:34]5[C:39](=[CH:38][CH:37]=4)[N:31]([CH3:30])[N:32]=[CH:33]5)=[CH:3][CH:4]=3)[CH2:15]2)=[O:20])[CH2:23][CH2:22]1. Given the reactants Br[C:2]1[CH:7]=[CH:6][C:5]([C:8]2[N:12]([CH2:13][C@@H:14]3[CH2:18][CH2:17][N:16]([C:19]([CH:21]4[CH2:23][CH2:22]4)=[O:20])[CH2:15]3)[C:11](=[O:24])[C:10]3([CH2:29][CH2:28][NH:27][CH2:26][CH2:25]3)[N:9]=2)=[CH:4][CH:3]=1.[CH3:30][N:31]1[C:39]2[C:34](=[CH:35][C:36](B3OC(C)(C)C(C)(C)O3)=[CH:37][CH:38]=2)[CH:33]=[N:32]1.C([O-])([O-])=O.[Na+].[Na+].C(#N)C, predict the reaction product. (6) Given the reactants [C:1]([O:5][C:6]([N:8]1[CH2:13][CH2:12][CH2:11][C@@H:10]([C:14]([OH:16])=O)[CH2:9]1)=[O:7])([CH3:4])([CH3:3])[CH3:2].ClC(N(C)C)=C(C)C.[Cl:25][C:26]1[C:27]([C:40]2[C:45]([Cl:46])=[CH:44][N:43]=[C:42]([NH2:47])[CH:41]=2)=[N:28][C:29]([NH:32][CH2:33][CH:34]2[CH2:39][CH2:38][O:37][CH2:36][CH2:35]2)=[CH:30][CH:31]=1.N1C=CC=CC=1, predict the reaction product. The product is: [C:1]([O:5][C:6]([N:8]1[CH2:13][CH2:12][CH2:11][C@@H:10]([C:14](=[O:16])[NH:47][C:42]2[CH:41]=[C:40]([C:27]3[C:26]([Cl:25])=[CH:31][CH:30]=[C:29]([NH:32][CH2:33][CH:34]4[CH2:39][CH2:38][O:37][CH2:36][CH2:35]4)[N:28]=3)[C:45]([Cl:46])=[CH:44][N:43]=2)[CH2:9]1)=[O:7])([CH3:2])([CH3:3])[CH3:4].